From a dataset of Forward reaction prediction with 1.9M reactions from USPTO patents (1976-2016). Predict the product of the given reaction. (1) Given the reactants [NH2:1][C:2]([C:4]1[CH:21]=[CH:20][C:7]([CH2:8][NH:9][C:10](=[O:19])[O:11][CH2:12][C:13]2[CH:14]=[N:15][CH:16]=[CH:17][CH:18]=2)=[CH:6][CH:5]=1)=[O:3].[C:22]([O:26][C:27]([N:29]([C:37]1[C:38](Cl)=[N:39][C:40]([C:43]2[CH:48]=[CH:47][CH:46]=[CH:45][CH:44]=2)=[CH:41][CH:42]=1)C(OC(C)(C)C)=O)=[O:28])([CH3:25])([CH3:24])[CH3:23].CC1(C)C2C(=C(P(C3C=CC=CC=3)C3C=CC=CC=3)C=CC=2)OC2C(P(C3C=CC=CC=3)C3C=CC=CC=3)=CC=CC1=2.P([O-])([O-])([O-])=O.[K+].[K+].[K+], predict the reaction product. The product is: [N:15]1[CH:16]=[CH:17][CH:18]=[C:13]([CH2:12][O:11][C:10](=[O:19])[NH:9][CH2:8][C:7]2[CH:20]=[CH:21][C:4]([C:2]([NH:1][C:38]3[C:37]([NH:29][C:27]([O:26][C:22]([CH3:25])([CH3:24])[CH3:23])=[O:28])=[CH:42][CH:41]=[C:40]([C:43]4[CH:44]=[CH:45][CH:46]=[CH:47][CH:48]=4)[N:39]=3)=[O:3])=[CH:5][CH:6]=2)[CH:14]=1. (2) Given the reactants [C:9](O[C:9]([O:11][C:12]([CH3:15])([CH3:14])[CH3:13])=[O:10])([O:11][C:12]([CH3:15])([CH3:14])[CH3:13])=[O:10].[CH3:16][C:17]12[C:25]([CH3:27])([CH3:26])[CH:21]([NH:22][CH2:23][CH2:24]1)[CH2:20][C:19]1[CH:28]=[C:29]([OH:32])[CH:30]=[CH:31][C:18]2=1.C(N(CC)CC)C.C(OCC)(=O)C, predict the reaction product. The product is: [C:12]([O:11][C:9]([N:22]1[CH2:23][CH2:24][C:17]2([CH3:16])[C:25]([CH3:27])([CH3:26])[CH:21]1[CH2:20][C:19]1[CH:28]=[C:29]([OH:32])[CH:30]=[CH:31][C:18]=12)=[O:10])([CH3:13])([CH3:14])[CH3:15]. (3) Given the reactants [CH2:1]([O:3][C:4]1[CH:9]=[C:8]([O:10][CH2:11][CH2:12][CH2:13][C:14]2[C:15]([OH:29])=[N:16][N:17]([C:19]3[CH:24]=[CH:23][C:22]([C:25]([F:28])([F:27])[F:26])=[CH:21][N:20]=3)[CH:18]=2)[CH:7]=[CH:6][C:5]=1[CH2:30][CH2:31][C:32]([O:34]C)=[O:33])[CH3:2].CI.[CH3:38]N(C)C=O.[H-].[Na+], predict the reaction product. The product is: [CH2:1]([O:3][C:4]1[CH:9]=[C:8]([O:10][CH2:11][CH2:12][CH2:13][C:14]2[C:15]([O:29][CH3:38])=[N:16][N:17]([C:19]3[CH:24]=[CH:23][C:22]([C:25]([F:27])([F:28])[F:26])=[CH:21][N:20]=3)[CH:18]=2)[CH:7]=[CH:6][C:5]=1[CH2:30][CH2:31][C:32]([OH:34])=[O:33])[CH3:2]. (4) Given the reactants [CH3:1][C:2]1[CH:3]=[C:4]([CH:9]=[CH:10][C:11]([OH:13])=[O:12])[CH:5]=[CH:6][C:7]=1[CH3:8].C, predict the reaction product. The product is: [CH3:1][C:2]1[CH:3]=[C:4]([CH2:9][CH2:10][C:11]([OH:13])=[O:12])[CH:5]=[CH:6][C:7]=1[CH3:8]. (5) Given the reactants Br[CH2:2][CH2:3][CH2:4][NH:5][C:6](=[O:12])[O:7][C:8]([CH3:11])([CH3:10])[CH3:9].[NH:13]1[CH:17]=[N:16][CH:15]=[N:14]1.C(=O)([O-])[O-].[K+].[K+], predict the reaction product. The product is: [N:13]1([CH2:2][CH2:3][CH2:4][NH:5][C:6](=[O:12])[O:7][C:8]([CH3:11])([CH3:10])[CH3:9])[CH:17]=[N:16][CH:15]=[N:14]1. (6) The product is: [Br:17][C:18]1[CH:25]=[CH:22][C:21]2[O:1][N:2]=[C:3]([NH2:7])[C:4]=2[CH:19]=1. Given the reactants [OH:1][NH:2][C:3](=O)[CH3:4].C[N:7](C=O)C.CC([O-])(C)C.[K+].[Br:17][C:18]1[CH:19]=C[C:21](F)=[C:22]([CH:25]=1)C#N, predict the reaction product.